Dataset: Catalyst prediction with 721,799 reactions and 888 catalyst types from USPTO. Task: Predict which catalyst facilitates the given reaction. (1) Reactant: [CH:1]1([C:5]2[C:10]([O:11][CH2:12][C:13]3[N:17](COCC[Si](C)(C)C)[C:16]4[CH:26]=[CH:27][CH:28]=[CH:29][C:15]=4[N:14]=3)=[N:9][N:8]3[C:30]([C:33]4[CH:38]=[CH:37][C:36]([F:39])=[CH:35][C:34]=4[F:40])=[N:31][N:32]=[C:7]3[CH:6]=2)[CH2:4][CH2:3][CH2:2]1. Product: [NH:17]1[C:16]2[CH:26]=[CH:27][CH:28]=[CH:29][C:15]=2[N:14]=[C:13]1[CH2:12][O:11][C:10]1[C:5]([CH:1]2[CH2:2][CH2:3][CH2:4]2)=[CH:6][C:7]2[N:8]([C:30]([C:33]3[CH:38]=[CH:37][C:36]([F:39])=[CH:35][C:34]=3[F:40])=[N:31][N:32]=2)[N:9]=1. The catalyst class is: 502. (2) Reactant: [OH:1][C:2]1[CH:3]=[C:4]2[C:9](=[CH:10][CH:11]=1)[N:8]=[CH:7][N:6]([CH3:12])[C:5]2=[O:13].C([O-])([O-])=O.[K+].[K+].F[C:21]1[CH:26]=[CH:25][C:24]([N+:27]([O-:29])=[O:28])=[CH:23][CH:22]=1. Product: [CH3:12][N:6]1[C:5](=[O:13])[C:4]2[C:9](=[CH:10][CH:11]=[C:2]([O:1][C:21]3[CH:26]=[CH:25][C:24]([N+:27]([O-:29])=[O:28])=[CH:23][CH:22]=3)[CH:3]=2)[N:8]=[CH:7]1. The catalyst class is: 3. (3) Reactant: Br[C:2]1[CH:7]=[CH:6][CH:5]=[CH:4][C:3]=1[C:8]([OH:11])([CH3:10])[CH3:9].C([Li])CCC.C([O:20][B:21](OC(C)C)OC(C)C)(C)C.Cl. Product: [CH3:9][C:8]1([CH3:10])[O:11][B:21]([OH:20])[C:2]2[CH:7]=[CH:6][CH:5]=[CH:4][C:3]1=2. The catalyst class is: 1. (4) Reactant: [C:1]([C:5]1[CH:10]=[CH:9][C:8]([OH:11])=[CH:7][CH:6]=1)([CH3:4])([CH3:3])[CH3:2].C(N(CC)CC)C.[S:19](O[S:19]([C:22]([F:25])([F:24])[F:23])(=[O:21])=[O:20])([C:22]([F:25])([F:24])[F:23])(=[O:21])=[O:20]. Product: [F:23][C:22]([F:25])([F:24])[S:19]([O:11][C:8]1[CH:7]=[CH:6][C:5]([C:1]([CH3:4])([CH3:2])[CH3:3])=[CH:10][CH:9]=1)(=[O:21])=[O:20]. The catalyst class is: 4. (5) Reactant: [CH3:1][O:2][C:3]1[CH:8]=[CH:7][C:6]([C:9]([C:78]2[CH:83]=[CH:82][C:81]([O:84][CH3:85])=[CH:80][CH:79]=2)([C:72]2[CH:77]=[CH:76][CH:75]=[CH:74][CH:73]=2)[O:10][CH2:11][CH2:12][CH2:13][CH2:14][CH2:15][C:16]([N:18]2[C:29]3[C:21](=[C:22]4[C:26](=[CH:27][CH:28]=3)[NH:25][CH:24]([C:30]([N:32]3[C:43]5[C:35](=[C:36]6[C:40](=[CH:41][CH:42]=5)[NH:39][CH:38]([C:44](N5C7C(=C8C(=CC=7)NC(C(OCCC7C=CC([N+]([O-])=O)=CC=7)=O)C8)C=C5)=[O:45])[CH2:37]6)[CH:34]=[CH:33]3)=[O:31])[CH2:23]4)[CH:20]=[CH:19]2)=[O:17])=[CH:5][CH:4]=1.[CH2:86]1[CH2:96][CH2:95][N:94]2[C:89](=[N:90][CH2:91][CH2:92][CH2:93]2)[CH2:88][CH2:87]1.[CH:97](N(C(C)C)CC)(C)C.FC(F)(F)[C:108]([O:110][C:111]1[C:116]([F:117])=[C:115]([F:118])[C:114]([F:119])=[C:113]([F:120])[C:112]=1[F:121])=[O:109]. Product: [CH3:1][O:2][C:3]1[CH:4]=[CH:5][C:6]([C:9]([C:78]2[CH:79]=[CH:80][C:81]([O:84][CH3:85])=[CH:82][CH:83]=2)([C:72]2[CH:73]=[CH:74][CH:75]=[CH:76][CH:77]=2)[O:10][CH2:11][CH2:12][CH2:13][CH2:14][CH2:15][C:16]([N:18]2[C:29]3[C:21](=[C:22]4[C:26](=[CH:27][CH:28]=3)[NH:25][CH:24]([C:30]([N:32]3[C:43]5[C:35](=[C:36]6[C:40](=[CH:41][CH:42]=5)[NH:39][CH:38]([C:44]([N:94]5[C:93]7[C:86](=[C:87]8[C:97](=[CH:91][CH:92]=7)[NH:90][CH:89]([C:108]([O:110][C:111]7[C:112]([F:121])=[C:113]([F:120])[C:114]([F:119])=[C:115]([F:118])[C:116]=7[F:117])=[O:109])[CH2:88]8)[CH:96]=[CH:95]5)=[O:45])[CH2:37]6)[CH:34]=[CH:33]3)=[O:31])[CH2:23]4)[CH:20]=[CH:19]2)=[O:17])=[CH:7][CH:8]=1. The catalyst class is: 3.